Dataset: NCI-60 drug combinations with 297,098 pairs across 59 cell lines. Task: Regression. Given two drug SMILES strings and cell line genomic features, predict the synergy score measuring deviation from expected non-interaction effect. (1) Drug 1: CC1OCC2C(O1)C(C(C(O2)OC3C4COC(=O)C4C(C5=CC6=C(C=C35)OCO6)C7=CC(=C(C(=C7)OC)O)OC)O)O. Drug 2: C1=NNC2=C1C(=O)NC=N2. Cell line: SK-MEL-2. Synergy scores: CSS=21.7, Synergy_ZIP=2.59, Synergy_Bliss=3.54, Synergy_Loewe=-30.4, Synergy_HSA=-0.343. (2) Drug 1: COC1=CC(=CC(=C1O)OC)C2C3C(COC3=O)C(C4=CC5=C(C=C24)OCO5)OC6C(C(C7C(O6)COC(O7)C8=CC=CS8)O)O. Drug 2: CC1CCC2CC(C(=CC=CC=CC(CC(C(=O)C(C(C(=CC(C(=O)CC(OC(=O)C3CCCCN3C(=O)C(=O)C1(O2)O)C(C)CC4CCC(C(C4)OC)O)C)C)O)OC)C)C)C)OC. Cell line: MOLT-4. Synergy scores: CSS=75.9, Synergy_ZIP=-0.749, Synergy_Bliss=-1.48, Synergy_Loewe=0.197, Synergy_HSA=2.59. (3) Drug 1: CN(C)C(=N)N=C(N)N. Drug 2: C1CC(CCC1OC2=C(C(=CC=C2)Cl)F)(CC3=NC(=CC=C3)NC4=NC=CS4)C(=O)O. Cell line: UACC62. Synergy scores: CSS=18.1, Synergy_ZIP=-1.97, Synergy_Bliss=0.242, Synergy_Loewe=-9.92, Synergy_HSA=-0.109. (4) Drug 1: CN1CCC(CC1)COC2=C(C=C3C(=C2)N=CN=C3NC4=C(C=C(C=C4)Br)F)OC. Drug 2: CCC1(CC2CC(C3=C(CCN(C2)C1)C4=CC=CC=C4N3)(C5=C(C=C6C(=C5)C78CCN9C7C(C=CC9)(C(C(C8N6C)(C(=O)OC)O)OC(=O)C)CC)OC)C(=O)OC)O.OS(=O)(=O)O. Cell line: MDA-MB-435. Synergy scores: CSS=67.2, Synergy_ZIP=15.7, Synergy_Bliss=16.9, Synergy_Loewe=-16.9, Synergy_HSA=15.6. (5) Drug 1: C1=NC2=C(N=C(N=C2N1C3C(C(C(O3)CO)O)F)Cl)N. Drug 2: C#CCC(CC1=CN=C2C(=N1)C(=NC(=N2)N)N)C3=CC=C(C=C3)C(=O)NC(CCC(=O)O)C(=O)O. Cell line: NCI-H226. Synergy scores: CSS=76.4, Synergy_ZIP=11.2, Synergy_Bliss=7.06, Synergy_Loewe=-8.44, Synergy_HSA=6.68. (6) Drug 1: CC1=C(C(=CC=C1)Cl)NC(=O)C2=CN=C(S2)NC3=CC(=NC(=N3)C)N4CCN(CC4)CCO. Drug 2: C1C(C(OC1N2C=NC(=NC2=O)N)CO)O. Cell line: SF-268. Synergy scores: CSS=7.51, Synergy_ZIP=-1.59, Synergy_Bliss=1.08, Synergy_Loewe=-6.44, Synergy_HSA=-0.00466. (7) Drug 1: CC1C(C(=O)NC(C(=O)N2CCCC2C(=O)N(CC(=O)N(C(C(=O)O1)C(C)C)C)C)C(C)C)NC(=O)C3=C4C(=C(C=C3)C)OC5=C(C(=O)C(=C(C5=N4)C(=O)NC6C(OC(=O)C(N(C(=O)CN(C(=O)C7CCCN7C(=O)C(NC6=O)C(C)C)C)C)C(C)C)C)N)C. Drug 2: CCC1(C2=C(COC1=O)C(=O)N3CC4=CC5=C(C=CC(=C5CN(C)C)O)N=C4C3=C2)O.Cl. Cell line: EKVX. Synergy scores: CSS=8.49, Synergy_ZIP=-3.25, Synergy_Bliss=-1.42, Synergy_Loewe=0.319, Synergy_HSA=0.587.